Dataset: Peptide-MHC class I binding affinity with 185,985 pairs from IEDB/IMGT. Task: Regression. Given a peptide amino acid sequence and an MHC pseudo amino acid sequence, predict their binding affinity value. This is MHC class I binding data. (1) The peptide sequence is SIRAGFHPTA. The MHC is Patr-A0401 with pseudo-sequence Patr-A0401. The binding affinity (normalized) is 0. (2) The peptide sequence is ERPIFPHPSKPTFLP. The MHC is HLA-A02:02 with pseudo-sequence HLA-A02:02. The binding affinity (normalized) is 0.171. (3) The peptide sequence is YPACEAIGL. The MHC is HLA-A30:01 with pseudo-sequence HLA-A30:01. The binding affinity (normalized) is 0.405. (4) The peptide sequence is ATKIIALNK. The MHC is HLA-A31:01 with pseudo-sequence HLA-A31:01. The binding affinity (normalized) is 0.378. (5) The peptide sequence is VFFCFAWYL. The MHC is Patr-A0901 with pseudo-sequence Patr-A0901. The binding affinity (normalized) is 0.894. (6) The peptide sequence is WSADGSSMY. The MHC is HLA-B40:01 with pseudo-sequence HLA-B40:01. The binding affinity (normalized) is 0.0847.